From a dataset of Catalyst prediction with 721,799 reactions and 888 catalyst types from USPTO. Predict which catalyst facilitates the given reaction. (1) Reactant: [C:1]([N:8]1[CH2:13][CH2:12][N:11]([CH2:14][CH2:15][NH2:16])[CH2:10][CH2:9]1)([O:3][C:4]([CH3:7])([CH3:6])[CH3:5])=[O:2].C(N(CC)CC)C.Cl[CH2:25][CH2:26][CH2:27][S:28](Cl)(=[O:30])=[O:29]. Product: [C:4]([O:3][C:1]([N:8]1[CH2:9][CH2:10][N:11]([CH2:14][CH2:15][N:16]2[CH2:25][CH2:26][CH2:27][S:28]2(=[O:30])=[O:29])[CH2:12][CH2:13]1)=[O:2])([CH3:7])([CH3:6])[CH3:5]. The catalyst class is: 1. (2) Reactant: [CH3:1][O:2][C:3]1[C:11]([O:12][CH2:13][C:14]2[CH:19]=[CH:18][CH:17]=[CH:16][CH:15]=2)=[CH:10][C:6]([C:7](O)=[O:8])=[C:5]([N+:20]([O-:22])=[O:21])[CH:4]=1.C(Cl)(=O)C(Cl)=O.O.[OH-].[NH4+:31]. Product: [CH3:1][O:2][C:3]1[C:11]([O:12][CH2:13][C:14]2[CH:19]=[CH:18][CH:17]=[CH:16][CH:15]=2)=[CH:10][C:6]([C:7]([NH2:31])=[O:8])=[C:5]([N+:20]([O-:22])=[O:21])[CH:4]=1. The catalyst class is: 118.